This data is from Forward reaction prediction with 1.9M reactions from USPTO patents (1976-2016). The task is: Predict the product of the given reaction. (1) Given the reactants [Cl:1][C:2]1[C:7]([Cl:8])=[C:6]([C:9]2[S:13][C:12]([C:14]3[O:15][C:16]([C:19]([OH:22])([CH3:21])[CH3:20])=[N:17][N:18]=3)=[N:11][C:10]=2[C:23]([N:25]2[CH2:30][CH2:29][C:28]([F:32])([F:31])[CH2:27][CH2:26]2)=[O:24])[CH:5]=[CH:4][C:3]=1[S:33](Cl)(=[O:35])=[O:34].CCN(C(C)C)C(C)C.[CH3:46][C:47]1([NH2:50])[CH2:49][CH2:48]1, predict the reaction product. The product is: [Cl:1][C:2]1[C:7]([Cl:8])=[C:6]([C:9]2[S:13][C:12]([C:14]3[O:15][C:16]([C:19]([OH:22])([CH3:21])[CH3:20])=[N:17][N:18]=3)=[N:11][C:10]=2[C:23]([N:25]2[CH2:30][CH2:29][C:28]([F:32])([F:31])[CH2:27][CH2:26]2)=[O:24])[CH:5]=[CH:4][C:3]=1[S:33]([NH:50][C:47]1([CH3:46])[CH2:49][CH2:48]1)(=[O:35])=[O:34]. (2) Given the reactants Cl[C:2]1[C:7]([N+:8]([O-:10])=[O:9])=[CH:6][CH:5]=[CH:4][N:3]=1.C1(C)C=CC=C[C:12]=1[C:17]1[CH:23]=[CH:22][C:20]([NH2:21])=[CH:19][CH:18]=1.C(N(C(C)C)CC)(C)C, predict the reaction product. The product is: [N+:8]([C:7]1[C:2]([NH:21][C:20]2[CH:22]=[CH:23][C:17]([CH3:12])=[CH:18][CH:19]=2)=[N:3][CH:4]=[CH:5][CH:6]=1)([O-:10])=[O:9]. (3) Given the reactants [C:1]([C:4]1[S:8][C:7]([N:9]2[CH2:13][CH2:12][NH:11][C:10]2=[O:14])=[N:6][C:5]=1[CH3:15])(=[O:3])[CH3:2].C(=O)([O-])[O-].[K+].[K+].[CH:22]1([CH2:25][CH2:26]OS(C2C=CC(C)=CC=2)(=O)=O)[CH2:24][CH2:23]1, predict the reaction product. The product is: [C:1]([C:4]1[S:8][C:7]([N:9]2[CH2:13][CH2:12][N:11]([CH2:26][CH2:25][CH:22]3[CH2:24][CH2:23]3)[C:10]2=[O:14])=[N:6][C:5]=1[CH3:15])(=[O:3])[CH3:2]. (4) Given the reactants [C:1]1([S:7]([N:10]2[C:14]3=[N:15][CH:16]=[C:17]([C:19]4[CH:20]=[N:21][NH:22][CH:23]=4)[CH:18]=[C:13]3[CH:12]=[CH:11]2)(=[O:9])=[O:8])[CH:6]=[CH:5][CH:4]=[CH:3][CH:2]=1.[C:24](O[C:24]([O:26][C:27]([CH3:30])([CH3:29])[CH3:28])=[O:25])([O:26][C:27]([CH3:30])([CH3:29])[CH3:28])=[O:25].C(N(CC)CC)C, predict the reaction product. The product is: [C:1]1([S:7]([N:10]2[C:14]3=[N:15][CH:16]=[C:17]([C:19]4[CH:20]=[N:21][N:22]([C:24]([O:26][C:27]([CH3:30])([CH3:29])[CH3:28])=[O:25])[CH:23]=4)[CH:18]=[C:13]3[CH:12]=[CH:11]2)(=[O:9])=[O:8])[CH:2]=[CH:3][CH:4]=[CH:5][CH:6]=1.